Dataset: NCI-60 drug combinations with 297,098 pairs across 59 cell lines. Task: Regression. Given two drug SMILES strings and cell line genomic features, predict the synergy score measuring deviation from expected non-interaction effect. (1) Drug 1: COC1=C(C=C2C(=C1)N=CN=C2NC3=CC(=C(C=C3)F)Cl)OCCCN4CCOCC4. Drug 2: CCCCCOC(=O)NC1=NC(=O)N(C=C1F)C2C(C(C(O2)C)O)O. Cell line: RPMI-8226. Synergy scores: CSS=14.5, Synergy_ZIP=-0.591, Synergy_Bliss=2.15, Synergy_Loewe=-19.7, Synergy_HSA=0.964. (2) Drug 1: CCC(=C(C1=CC=CC=C1)C2=CC=C(C=C2)OCCN(C)C)C3=CC=CC=C3.C(C(=O)O)C(CC(=O)O)(C(=O)O)O. Drug 2: C#CCC(CC1=CN=C2C(=N1)C(=NC(=N2)N)N)C3=CC=C(C=C3)C(=O)NC(CCC(=O)O)C(=O)O. Cell line: OVCAR3. Synergy scores: CSS=49.8, Synergy_ZIP=5.02, Synergy_Bliss=-1.21, Synergy_Loewe=-18.1, Synergy_HSA=-1.90.